From a dataset of Reaction yield outcomes from USPTO patents with 853,638 reactions. Predict the reaction yield, written as a fraction of the theoretical maximum amount of product (1.0 means a 100% yield; for example, 0.34 means a 34% yield). (1) The reactants are Cl[C:2]1[C:7]2[N:8]=[C:9]([S:12][CH3:13])[N:10]=[CH:11][C:6]=2[CH:5]=[CH:4][N:3]=1.[CH:14]1(B(O)O)[CH2:16][CH2:15]1.C1(P(C2CCCCC2)C2CCCCC2)CCCCC1. The catalyst is C1(C)C=CC=CC=1.O.CCOC(C)=O.CC([O-])=O.CC([O-])=O.[Pd+2]. The product is [CH:14]1([C:2]2[C:7]3[N:8]=[C:9]([S:12][CH3:13])[N:10]=[CH:11][C:6]=3[CH:5]=[CH:4][N:3]=2)[CH2:16][CH2:15]1. The yield is 0.620. (2) The reactants are OC1C=CC=CN=1.[C:8]([O:12][C:13](=[O:40])[NH:14][C@H:15]([C@@H:33]1[CH2:37][C@@H:36]([CH3:38])[C:35](=[O:39])[O:34]1)[CH2:16][N:17]1[CH2:22][C:21](=[O:23])[N:20]([C:24]2[CH:29]=[CH:28][CH:27]=[CH:26][C:25]=2[CH3:30])[CH2:19][C:18]1([CH3:32])[CH3:31])([CH3:11])([CH3:10])[CH3:9].O.[CH:42]1([NH2:48])[CH2:47][CH2:46][CH2:45][CH2:44][CH2:43]1. No catalyst specified. The product is [C:8]([O:12][C:13](=[O:40])[NH:14][C@@H:15]([CH2:16][N:17]1[CH2:22][C:21](=[O:23])[N:20]([C:24]2[CH:29]=[CH:28][CH:27]=[CH:26][C:25]=2[CH3:30])[CH2:19][C:18]1([CH3:31])[CH3:32])[C@@H:33]([OH:34])[CH2:37][C@H:36]([C:35](=[O:39])[NH:48][CH:42]1[CH2:47][CH2:46][CH2:45][CH2:44][CH2:43]1)[CH3:38])([CH3:10])([CH3:11])[CH3:9]. The yield is 0.950. (3) The reactants are [N+:1]([C:4]1[CH:9]=[CH:8][CH:7]=[CH:6][C:5]=1[S:10](Cl)(=[O:12])=[O:11])([O-:3])=[O:2].[Cl:14][C:15]1[CH:24]=[CH:23][C:22]2[C:17](=[C:18]([NH2:25])[CH:19]=[CH:20][CH:21]=2)[N:16]=1.N1C=CC=CC=1. The yield is 0.800. The product is [Cl:14][C:15]1[CH:24]=[CH:23][C:22]2[C:17](=[C:18]([NH:25][S:10]([C:5]3[CH:6]=[CH:7][CH:8]=[CH:9][C:4]=3[N+:1]([O-:3])=[O:2])(=[O:12])=[O:11])[CH:19]=[CH:20][CH:21]=2)[N:16]=1. The catalyst is CN(C1C=CN=CC=1)C.C(Cl)Cl. (4) The reactants are [OH:1][C:2]1[CH:7]=[CH:6][C:5]([NH:8][N:9]=[C:10]([CH3:16])[C:11]([O:13][CH2:14][CH3:15])=[O:12])=[C:4]([N+:17]([O-:19])=[O:18])[CH:3]=1.CI.[C:22](=O)([O-])[O-].[K+].[K+].CN(C)C=O. The catalyst is O. The product is [CH3:22][O:1][C:2]1[CH:7]=[CH:6][C:5]([NH:8][N:9]=[C:10]([CH3:16])[C:11]([O:13][CH2:14][CH3:15])=[O:12])=[C:4]([N+:17]([O-:19])=[O:18])[CH:3]=1. The yield is 0.890. (5) The reactants are Cl.[N:2]1([C:8]2[N:13]=[CH:12][C:11]([NH:14][C:15]([NH2:17])=[NH:16])=[CH:10][CH:9]=2)[CH2:7][CH2:6][O:5][CH2:4][CH2:3]1.CN(C)/[CH:20]=[C:21](\[F:33])/[C:22]([C:24]1[N:28]([CH:29]([CH3:31])[CH3:30])[C:27]([CH3:32])=[N:26][CH:25]=1)=O.C[O-].[Na+]. The catalyst is COC(O)C. The product is [F:33][C:21]1[C:22]([C:24]2[N:28]([CH:29]([CH3:30])[CH3:31])[C:27]([CH3:32])=[N:26][CH:25]=2)=[N:16][C:15]([NH:14][C:11]2[CH:12]=[N:13][C:8]([N:2]3[CH2:7][CH2:6][O:5][CH2:4][CH2:3]3)=[CH:9][CH:10]=2)=[N:17][CH:20]=1. The yield is 0.250. (6) The reactants are [C:1]([O:5][C:6]([N:8]1[CH2:13][CH2:12][N:11]([CH2:14][CH2:15][CH2:16][NH2:17])[CH2:10][CH2:9]1)=[O:7])([CH3:4])([CH3:3])[CH3:2].[S:18]1[C:22]([C:23]2[C:28]([CH3:29])=[CH:27][N:26]=[C:25](Cl)[N:24]=2)=[CH:21][C:20]2[CH:31]=[CH:32][CH:33]=[CH:34][C:19]1=2.C(N(C(C)C)CC)(C)C. The catalyst is O1CCOCC1. The product is [C:1]([O:5][C:6]([N:8]1[CH2:9][CH2:10][N:11]([CH2:14][CH2:15][CH:16]([NH2:17])[C:25]2[N:24]=[C:23]([C:22]3[S:18][C:19]4[CH:34]=[CH:33][CH:32]=[CH:31][C:20]=4[CH:21]=3)[C:28]([CH3:29])=[CH:27][N:26]=2)[CH2:12][CH2:13]1)=[O:7])([CH3:4])([CH3:3])[CH3:2]. The yield is 0.700.